Predict the reactants needed to synthesize the given product. From a dataset of Full USPTO retrosynthesis dataset with 1.9M reactions from patents (1976-2016). (1) Given the product [CH:2]([CH:15]1[C:20](=[O:21])[CH2:19][CH2:18][N:17]([CH:28]([C:27]2[CH:38]=[CH:39][C:24]([O:23][CH3:22])=[CH:25][CH:26]=2)[C:29]2[CH:30]=[CH:31][C:32]([O:35][CH3:36])=[CH:33][CH:34]=2)[CH2:16]1)([C:9]1[CH:14]=[CH:13][CH:12]=[CH:11][CH:10]=1)[C:3]1[CH:4]=[CH:5][CH:6]=[CH:7][CH:8]=1, predict the reactants needed to synthesize it. The reactants are: Cl.[CH:2]([CH:15]1[C:20](=[O:21])[CH2:19][CH2:18][NH:17][CH2:16]1)([C:9]1[CH:14]=[CH:13][CH:12]=[CH:11][CH:10]=1)[C:3]1[CH:8]=[CH:7][CH:6]=[CH:5][CH:4]=1.[CH3:22][O:23][C:24]1[CH:39]=[CH:38][C:27]([CH:28](O)[C:29]2[CH:34]=[CH:33][C:32]([O:35][CH3:36])=[CH:31][CH:30]=2)=[CH:26][CH:25]=1.C(N(C(C)C)CC)(C)C. (2) Given the product [CH3:15][N:14]([CH3:16])[CH2:13][CH2:12][N:8]1[C:9]2[C:4](=[CH:3][C:2]([C:31]3[CH:32]=[N:33][C:28]([NH:27][C:26](=[O:46])[NH:25][CH2:23][CH3:24])=[CH:29][C:30]=3[C:37]3[S:38][CH:39]=[C:40]([C:42]([F:45])([F:43])[F:44])[N:41]=3)=[CH:11][N:10]=2)[C:5](=[O:22])[C:6]([C:17]([O:19][CH2:20][CH3:21])=[O:18])=[CH:7]1, predict the reactants needed to synthesize it. The reactants are: Br[C:2]1[CH:3]=[C:4]2[C:9](=[N:10][CH:11]=1)[N:8]([CH2:12][CH2:13][N:14]([CH3:16])[CH3:15])[CH:7]=[C:6]([C:17]([O:19][CH2:20][CH3:21])=[O:18])[C:5]2=[O:22].[CH2:23]([NH:25][C:26](=[O:46])[NH:27][C:28]1[N:33]=[CH:32][C:31](B(O)O)=[C:30]([C:37]2[S:38][CH:39]=[C:40]([C:42]([F:45])([F:44])[F:43])[N:41]=2)[CH:29]=1)[CH3:24].C(=O)([O-])[O-].[Na+].[Na+]. (3) Given the product [C:16]([N:20]1[CH2:21][C:5]2[CH:4]=[CH:3][CH:2]=[C:1]([C:7]3[CH:12]=[CH:11][CH:10]=[CH:9][CH:8]=3)[C:6]=2[O:15][CH2:14]1)([CH3:19])([CH3:18])[CH3:17], predict the reactants needed to synthesize it. The reactants are: [C:1]1([C:7]2[CH:12]=[CH:11][CH:10]=[CH:9][C:8]=2O)[CH:6]=[CH:5][CH:4]=[CH:3][CH:2]=1.[CH2:14]=[O:15].[C:16]([NH2:20])([CH3:19])([CH3:18])[CH3:17].[CH:21](O)(C)C. (4) Given the product [NH2:62][C:34]1[CH:35]=[CH:36][N:31]([CH:9]([CH2:10][O:11][C:12]([C:25]2[CH:26]=[CH:27][CH:28]=[CH:29][CH:30]=2)([C:13]2[CH:18]=[CH:17][CH:16]=[CH:15][CH:14]=2)[C:19]2[CH:20]=[CH:21][CH:22]=[CH:23][CH:24]=2)[CH2:8][CH2:7][O:6][Si:5]([C:1]([CH3:3])([CH3:4])[CH3:2])([CH3:39])[CH3:40])[C:32](=[O:38])[N:33]=1, predict the reactants needed to synthesize it. The reactants are: [C:1]([Si:5]([CH3:40])([CH3:39])[O:6][CH2:7][CH2:8][CH:9]([N:31]1[CH:36]=[CH:35][C:34](=O)[NH:33][C:32]1=[O:38])[CH2:10][O:11][C:12]([C:25]1[CH:30]=[CH:29][CH:28]=[CH:27][CH:26]=1)([C:19]1[CH:24]=[CH:23][CH:22]=[CH:21][CH:20]=1)[C:13]1[CH:18]=[CH:17][CH:16]=[CH:15][CH:14]=1)([CH3:4])([CH3:3])[CH3:2].C(C1C=C(C(C)C)C=C(C(C)C)C=1S(Cl)(=O)=O)(C)C.C([N:62](CC)CC)C.[OH-].[NH4+].